Dataset: Full USPTO retrosynthesis dataset with 1.9M reactions from patents (1976-2016). Task: Predict the reactants needed to synthesize the given product. Given the product [Cl:3][C:4]1[CH:5]=[C:6]([C:14]2[O:18][N:17]=[C:16]([C:19]3[CH:20]=[CH:21][CH:22]=[C:23]4[C:27]=3[N:26]([CH:28]([CH3:29])[CH3:30])[CH:25]=[C:24]4[CH2:31][CH2:32][C:33]([OH:35])=[O:34])[N:15]=2)[CH:7]=[CH:8][C:9]=1[O:10][CH:11]([CH3:12])[CH3:13], predict the reactants needed to synthesize it. The reactants are: [OH-].[Na+].[Cl:3][C:4]1[CH:5]=[C:6]([C:14]2[O:18][N:17]=[C:16]([C:19]3[CH:20]=[CH:21][CH:22]=[C:23]4[C:27]=3[N:26]([CH:28]([CH3:30])[CH3:29])[CH:25]=[C:24]4[CH2:31][CH2:32][C:33]([O:35]C(C)C)=[O:34])[N:15]=2)[CH:7]=[CH:8][C:9]=1[O:10][CH:11]([CH3:13])[CH3:12].Cl.